This data is from Reaction yield outcomes from USPTO patents with 853,638 reactions. The task is: Predict the reaction yield, written as a fraction of the theoretical maximum amount of product (1.0 means a 100% yield; for example, 0.34 means a 34% yield). (1) The reactants are [C:1]([C:4](C)([CH2:10][CH2:11][CH2:12][CH2:13][CH2:14][CH2:15][O:16][Si](C(C)(C)C)(C)C)[C:5](OCC)=O)(=[O:3])[CH3:2].[OH-].[Na+].Cl. The catalyst is CO.O. The product is [OH:16][CH2:15][CH2:14][CH2:13][CH2:12][CH2:11][CH2:10][CH:4]([CH3:5])[C:1](=[O:3])[CH3:2]. The yield is 0.655. (2) The reactants are [F:1][C:2]([F:17])([F:16])[CH2:3][CH2:4][O:5][C:6]1[CH:15]=[CH:14][C:9]([C:10]([O:12]C)=[O:11])=[CH:8][N:7]=1.[OH-].[Na+]. The catalyst is CO. The product is [F:17][C:2]([F:1])([F:16])[CH2:3][CH2:4][O:5][C:6]1[CH:15]=[CH:14][C:9]([C:10]([OH:12])=[O:11])=[CH:8][N:7]=1. The yield is 0.860. (3) The reactants are [Cl:1][C:2]1[CH:7]=[CH:6][C:5]([NH:8][C:9]([CH:11]2[CH2:20][CH2:19][C:18]3[C:13](=[CH:14][C:15]([OH:21])=[CH:16][CH:17]=3)[CH2:12]2)=[O:10])=[CH:4][C:3]=1[C:22]([F:25])([F:24])[F:23].Cl[C:27]1[CH:32]=[CH:31][N:30]=[C:29]([C:33]2[NH:34][CH2:35][CH2:36][N:37]=2)[CH:28]=1.C([O-])([O-])=O.[Cs+].[Cs+].O. The catalyst is CN(C=O)C. The product is [Cl:1][C:2]1[CH:7]=[CH:6][C:5]([NH:8][C:9]([CH:11]2[CH2:20][CH2:19][C:18]3[C:13](=[CH:14][C:15]([O:21][C:27]4[CH:32]=[CH:31][N:30]=[C:29]([C:33]5[NH:34][CH2:35][CH2:36][N:37]=5)[CH:28]=4)=[CH:16][CH:17]=3)[CH2:12]2)=[O:10])=[CH:4][C:3]=1[C:22]([F:23])([F:24])[F:25]. The yield is 0.580. (4) The reactants are [CH2:1]([N:3]([CH2:11][C:12]1[CH:13]=[N:14][CH:15]=[C:16]([C:19]2[CH:20]=[C:21]3[C:25](=[CH:26][CH:27]=2)[N:24]([CH:28]2[CH2:33][CH2:32][CH2:31][CH2:30][O:29]2)[N:23]=[C:22]3[C:34]2[NH:35][C:36]([C:39]([NH:41][CH2:42]C3C=NC=CC=3)=[O:40])=[CH:37][N:38]=2)[C:17]=1[CH3:18])[C:4](=[O:10])[O:5][C:6]([CH3:9])([CH3:8])[CH3:7])[CH3:2].C(OC(N(CC1C(C)=C(C2C=C3C(=CC=2)N(C2CCCCO2)N=C3C2NC(C(O)=O)=CN=2)C=NC=1)CC)=O)(C)(C)C.C(N(C(C)C)CC)(C)C.[CH3:99][O:100][CH2:101][CH2:102][N:103]1[CH2:108]CN[CH2:105][CH2:104]1.CN(C(ON1N=NC2C=CC=NC1=2)=[N+](C)C)C.F[P-](F)(F)(F)(F)F. The catalyst is C(Cl)Cl. The product is [CH2:1]([N:3]([CH2:11][C:12]1[CH:13]=[N:14][CH:15]=[C:16]([C:19]2[CH:20]=[C:21]3[C:25](=[CH:26][CH:27]=2)[N:24]([CH:28]2[CH2:33][CH2:32][CH2:31][CH2:30][O:29]2)[N:23]=[C:22]3[C:34]2[NH:35][C:36]([C:39]([N:41]3[CH2:105][CH2:104][N:103]([CH2:102][CH2:101][O:100][CH3:99])[CH2:108][CH2:42]3)=[O:40])=[CH:37][N:38]=2)[C:17]=1[CH3:18])[C:4](=[O:10])[O:5][C:6]([CH3:7])([CH3:9])[CH3:8])[CH3:2]. The yield is 0.420.